The task is: Predict the product of the given reaction.. This data is from Forward reaction prediction with 1.9M reactions from USPTO patents (1976-2016). (1) Given the reactants Cl[C:2]1[N:3]=[C:4]([N:22]2[CH2:27][CH2:26][O:25][CH2:24][CH2:23]2)[C:5]2[O:10][C:9]([CH2:11][N:12]3[CH2:17][CH2:16][N:15]([S:18]([CH3:21])(=[O:20])=[O:19])[CH2:14][CH2:13]3)=[CH:8][C:6]=2[N:7]=1.[CH3:28][O:29][C:30]1[N:35]=[CH:34][C:33](B(O)O)=[CH:32][N:31]=1, predict the reaction product. The product is: [CH3:28][O:29][C:30]1[N:35]=[CH:34][C:33]([C:2]2[N:3]=[C:4]([N:22]3[CH2:27][CH2:26][O:25][CH2:24][CH2:23]3)[C:5]3[O:10][C:9]([CH2:11][N:12]4[CH2:17][CH2:16][N:15]([S:18]([CH3:21])(=[O:20])=[O:19])[CH2:14][CH2:13]4)=[CH:8][C:6]=3[N:7]=2)=[CH:32][N:31]=1. (2) Given the reactants [CH3:1][C:2](=[CH2:11])[CH2:3][CH:4]([C:8](=[O:10])[CH3:9])[C:5](=[O:7])[CH3:6].CCN(C(C)C)C(C)C.[F:21][C:22]([F:35])([F:34])[S:23](O[S:23]([C:22]([F:35])([F:34])[F:21])(=[O:25])=[O:24])(=[O:25])=[O:24], predict the reaction product. The product is: [C:5]([C:4]([CH2:3][C:2]([CH3:1])=[CH2:11])=[C:8]([O:10][S:23]([C:22]([F:35])([F:34])[F:21])(=[O:25])=[O:24])[CH3:9])(=[O:7])[CH3:6]. (3) Given the reactants [C:1]([O:5][C:6](=[O:15])[C:7]1[CH:12]=[CH:11][C:10]([CH2:13]Br)=[CH:9][CH:8]=1)([CH3:4])([CH3:3])[CH3:2].[CH2:16]([O:18][C:19]([C:21]1[CH:25]=[C:24]([CH2:26][CH2:27][CH3:28])[NH:23][N:22]=1)=[O:20])[CH3:17].C(=O)([O-])[O-].[K+].[K+].[Li+].[Cl-], predict the reaction product. The product is: [CH2:16]([O:18][C:19]([C:21]1[CH:25]=[C:24]([CH2:26][CH2:27][CH3:28])[N:23]([CH2:13][C:10]2[CH:11]=[CH:12][C:7]([C:6]([O:5][C:1]([CH3:4])([CH3:3])[CH3:2])=[O:15])=[CH:8][CH:9]=2)[N:22]=1)=[O:20])[CH3:17]. (4) Given the reactants [S:1]1[C:5]2=[N:6][CH:7]=[CH:8][CH:9]=[C:4]2[C:3](=[O:10])[NH:2]1.C(N(CC)CC)C.[N:18]1([C:24](Cl)=[O:25])[CH2:23][CH2:22][O:21][CH2:20][CH2:19]1, predict the reaction product. The product is: [N:18]1([C:24]([N:2]2[C:3](=[O:10])[C:4]3[C:5](=[N:6][CH:7]=[CH:8][CH:9]=3)[S:1]2)=[O:25])[CH2:23][CH2:22][O:21][CH2:20][CH2:19]1. (5) Given the reactants C[O:2][C:3](=O)[C:4]1[CH:9]=[CH:8][C:7]([Br:10])=[CH:6][C:5]=1[OH:11].[OH-].[NH4+:14], predict the reaction product. The product is: [Br:10][C:7]1[CH:8]=[CH:9][C:4]([C:3]([NH2:14])=[O:2])=[C:5]([OH:11])[CH:6]=1. (6) The product is: [CH2:1]([C:5]1[N:10]=[C:9]([CH3:11])[N:8]([C:12]2[N:13]=[CH:14][C:15]([O:18][CH3:19])=[CH:16][N:17]=2)[C:7](=[O:20])[C:6]=1[CH2:21][C:22]1[CH:23]=[C:24]([CH2:32][CH2:33][CH3:34])[C:25]([O:31][CH:36]([C:41]2[CH:42]=[CH:43][C:44]([Cl:47])=[CH:45][CH:46]=2)[C:37]([O:39][CH3:40])=[O:38])=[C:26]([CH2:28][CH2:29][CH3:30])[CH:27]=1)[CH2:2][CH2:3][CH3:4]. Given the reactants [CH2:1]([C:5]1[N:10]=[C:9]([CH3:11])[N:8]([C:12]2[N:17]=[CH:16][C:15]([O:18][CH3:19])=[CH:14][N:13]=2)[C:7](=[O:20])[C:6]=1[CH2:21][C:22]1[CH:27]=[C:26]([CH2:28][CH2:29][CH3:30])[C:25]([OH:31])=[C:24]([CH2:32][CH2:33][CH3:34])[CH:23]=1)[CH2:2][CH2:3][CH3:4].Br[CH:36]([C:41]1[CH:46]=[CH:45][C:44]([Cl:47])=[CH:43][CH:42]=1)[C:37]([O:39][CH3:40])=[O:38], predict the reaction product. (7) The product is: [F:49][C:42]1[C:43]([F:48])=[C:44]([F:47])[C:45]([F:46])=[C:40]([F:39])[C:41]=1[S:50]([N:13]1[CH2:14][CH2:15][C@@H:11]([NH:10][C:7]2[C:2]([C:27]3[CH:28]=[CH:29][C:24]([O:23][C:30]4[CH:35]=[CH:34][CH:33]=[CH:32][CH:31]=4)=[CH:25][CH:26]=3)=[C:3]([NH2:9])[N:4]=[CH:5][N:6]=2)[CH2:12]1)(=[O:52])=[O:51]. Given the reactants Cl[C:2]1[C:3]([NH2:9])=[N:4][CH:5]=[N:6][C:7]=1Cl.[NH2:10][C@@H:11]1[CH2:15][CH2:14][N:13](C(OC(C)(C)C)=O)[CH2:12]1.[O:23]([C:30]1[CH:35]=[CH:34][C:33](B(O)O)=[CH:32][CH:31]=1)[C:24]1[CH:29]=[CH:28][CH:27]=[CH:26][CH:25]=1.[F:39][C:40]1[C:45]([F:46])=[C:44]([F:47])[C:43]([F:48])=[C:42]([F:49])[C:41]=1[S:50](Cl)(=[O:52])=[O:51], predict the reaction product.